From a dataset of Catalyst prediction with 721,799 reactions and 888 catalyst types from USPTO. Predict which catalyst facilitates the given reaction. Reactant: [F:1][C:2]1[CH:20]=[C:19]([F:21])[CH:18]=[CH:17][C:3]=1[CH2:4][N:5]1[C:9]2=[CH:10][N:11]=[C:12]([C:14](O)=O)[CH:13]=[C:8]2[CH:7]=[CH:6]1.FC1C=C(F)C=CC=1C[N:26]1C2=CN=C(C(OCC)=O)C=C2C=C1.[OH-:45].[Na+].C(O)(=O)CC(CC(O)=O)(C(O)=O)O.[OH2:60]. Product: [F:1][C:2]1[CH:20]=[C:19]([F:21])[CH:18]=[CH:17][C:3]=1[CH2:4][N:5]1[C:9]2=[CH:10][N:11]=[C:12]([C:14]([NH:26][OH:60])=[O:45])[CH:13]=[C:8]2[CH:7]=[CH:6]1. The catalyst class is: 5.